The task is: Predict the product of the given reaction.. This data is from Forward reaction prediction with 1.9M reactions from USPTO patents (1976-2016). (1) Given the reactants [CH2:1](Br)[C:2]1[CH:7]=[CH:6][CH:5]=[CH:4][CH:3]=1.[I:9][C:10]1[C:19]2[C:14](=[CH:15][CH:16]=[N:17][CH:18]=2)[C:13](=[O:20])[NH:12][CH:11]=1.C([O-])([O-])=O.[Cs+].[Cs+], predict the reaction product. The product is: [CH2:1]([N:12]1[CH:11]=[C:10]([I:9])[C:19]2[C:14](=[CH:15][CH:16]=[N:17][CH:18]=2)[C:13]1=[O:20])[C:2]1[CH:7]=[CH:6][CH:5]=[CH:4][CH:3]=1. (2) Given the reactants [CH2:1]([O:3][P:4]([CH:9]=[C:10]1[NH:16][CH2:15][CH2:14][N:13](C)[C:12]2[CH:18]=[CH:19][CH:20]=[CH:21][C:11]1=2)(=[O:8])[O:5][CH2:6][CH3:7])[CH3:2].FC1C([Cl:32])=CC=CC=1C(O)=O.CNCCN.C(N)CN, predict the reaction product. The product is: [CH2:1]([O:3][P:4]([CH:9]=[C:10]1[NH:16][CH2:15][CH2:14][NH:13][C:12]2[C:18]([Cl:32])=[CH:19][CH:20]=[CH:21][C:11]1=2)(=[O:8])[O:5][CH2:6][CH3:7])[CH3:2]. (3) Given the reactants [CH2:1]([O:8][C:9]1[CH:14]=[CH:13][C:12]([CH2:15][C@H:16]([O:20][CH:21]([CH3:23])[CH3:22])[C:17]([OH:19])=[O:18])=[CH:11][CH:10]=1)[C:2]1[CH:7]=[CH:6][CH:5]=[CH:4][CH:3]=1.C(OC1C=CC(C[C@H](O)C(O)=O)=CC=1)C1C=CC=CC=1.C(OC1C=CC(C[C@@H]2OC(C)(C)OC2=O)=CC=1)C1C=CC=CC=1.COC(OC)(C)C.CC1C=CC(S(O)(=O)=O)=CC=1, predict the reaction product. The product is: [CH2:1]([O:8][C:9]1[CH:10]=[CH:11][C:12]([CH2:15][C@@H:16]2[O:20][C:21]([CH3:23])([CH3:22])[O:18][C:17]2=[O:19])=[CH:13][CH:14]=1)[C:2]1[CH:7]=[CH:6][CH:5]=[CH:4][CH:3]=1. (4) Given the reactants [OH:1][C@H:2]1[CH2:6][CH2:5][N:4]([C:7]2[CH:12]=[CH:11][C:10]([C:13]([F:16])([F:15])[F:14])=[CH:9][CH:8]=2)[C:3]1=[O:17].C(N(CC)CC)C.[F:25][C:26]([F:38])([F:37])[C:27]1[CH:32]=[CH:31][C:30]([S:33](Cl)(=[O:35])=[O:34])=[CH:29][CH:28]=1, predict the reaction product. The product is: [F:38][C:26]([F:25])([F:37])[C:27]1[CH:28]=[CH:29][C:30]([S:33]([O:1][C@H:2]2[CH2:6][CH2:5][N:4]([C:7]3[CH:8]=[CH:9][C:10]([C:13]([F:14])([F:15])[F:16])=[CH:11][CH:12]=3)[C:3]2=[O:17])(=[O:35])=[O:34])=[CH:31][CH:32]=1. (5) Given the reactants CC(C)([O-:4])C.[K+].[I:7][C:8]1[CH:20]=[CH:19][C:18]2[C:17]3[C:12](=[CH:13][CH:14]=[CH:15][CH:16]=3)[C:11](=[O:21])[C:10]=2[CH:9]=1.O.Cl, predict the reaction product. The product is: [I:7][C:8]1[CH:9]=[CH:10][C:18]([C:17]2[CH:16]=[CH:15][CH:14]=[CH:13][C:12]=2[C:11]([OH:21])=[O:4])=[CH:19][CH:20]=1. (6) Given the reactants [OH:1][C:2]1[CH:11]=[C:10]([N:12]([CH3:14])[CH3:13])[CH:9]=[CH:8][C:3]=1[C:4]([O:6][CH3:7])=[O:5].O[CH:16]1[CH2:21][CH2:20][N:19]([C:22]([O:24][C:25]([CH3:28])([CH3:27])[CH3:26])=[O:23])[CH2:18][CH2:17]1.C1(P(C2C=CC=CC=2)C2C=CC=CC=2)C=CC=CC=1.N(C(OCC)=O)=NC(OCC)=O, predict the reaction product. The product is: [C:25]([O:24][C:22]([N:19]1[CH2:20][CH2:21][CH:16]([O:1][C:2]2[CH:11]=[C:10]([N:12]([CH3:13])[CH3:14])[CH:9]=[CH:8][C:3]=2[C:4]([O:6][CH3:7])=[O:5])[CH2:17][CH2:18]1)=[O:23])([CH3:28])([CH3:26])[CH3:27]. (7) The product is: [Cl:1][C:2]1[CH:7]=[C:6]([C:8]#[C:9][C:10]2[N:11]=[C:12]([CH3:15])[N:13]([C:17]3[N:22]=[C:21]([CH3:23])[CH:20]=[CH:19][N:18]=3)[CH:14]=2)[CH:5]=[CH:4][N:3]=1. Given the reactants [Cl:1][C:2]1[CH:7]=[C:6]([C:8]#[C:9][C:10]2[N:11]=[C:12]([CH3:15])[NH:13][CH:14]=2)[CH:5]=[CH:4][N:3]=1.Cl[C:17]1[N:22]=[C:21]([CH3:23])[CH:20]=[CH:19][N:18]=1, predict the reaction product.